From a dataset of Forward reaction prediction with 1.9M reactions from USPTO patents (1976-2016). Predict the product of the given reaction. (1) The product is: [Cl:1][C:2]1[CH:10]=[CH:9][C:5]([C:6]([NH:49][C:45]([CH3:46])([C:47]#[CH:48])[CH3:44])=[O:8])=[C:4]([NH:11][CH2:12][CH3:13])[N:3]=1. Given the reactants [Cl:1][C:2]1[CH:10]=[CH:9][C:5]([C:6]([OH:8])=O)=[C:4]([NH:11][CH2:12][CH3:13])[N:3]=1.CCN=C=NCCCN(C)C.C1C=CC2N(O)N=NC=2C=1.CCN(C(C)C)C(C)C.[CH3:44][C:45]([NH2:49])([C:47]#[CH:48])[CH3:46], predict the reaction product. (2) Given the reactants [F:1][C:2]1[CH:7]=[CH:6][CH:5]=[CH:4][C:3]=1[N:8]1[C:12](I)=[CH:11][C:10]([NH2:14])=[N:9]1.[F:15][C:16]1[CH:17]=[C:18](B2OC(C)(C)C(C)(C)O2)[CH:19]=[C:20]([CH2:22][O:23][C@H:24]([CH3:29])[C:25]([F:28])([F:27])[F:26])[CH:21]=1.C1(P(C2CCCCC2)C2CCCCC2)CCCCC1.C(=O)([O-])[O-].[K+].[K+], predict the reaction product. The product is: [F:1][C:2]1[CH:7]=[CH:6][CH:5]=[CH:4][C:3]=1[N:8]1[C:12]([C:18]2[CH:19]=[C:20]([CH2:22][O:23][C@H:24]([CH3:29])[C:25]([F:28])([F:27])[F:26])[CH:21]=[C:16]([F:15])[CH:17]=2)=[CH:11][C:10]([NH2:14])=[N:9]1. (3) Given the reactants [Br:1][C:2]1[CH:3]=[C:4]2[C:9](=[CH:10][CH:11]=1)[NH:8][C:7](=O)[C:6]([O:13][C:14]1[CH:19]=[CH:18][C:17]([Cl:20])=[CH:16][CH:15]=1)=[C:5]2O.CN(C)C=O.[ClH:27].[CH:28]([O:31][CH:32]1[CH2:35][NH:34][CH2:33]1)([CH3:30])[CH3:29], predict the reaction product. The product is: [Br:1][C:2]1[CH:3]=[C:4]2[C:9](=[CH:10][CH:11]=1)[N:8]=[C:7]([N:34]1[CH2:35][CH:32]([O:31][CH:28]([CH3:30])[CH3:29])[CH2:33]1)[C:6]([O:13][C:14]1[CH:19]=[CH:18][C:17]([Cl:20])=[CH:16][CH:15]=1)=[C:5]2[Cl:27]. (4) Given the reactants [Cl:1][C:2]1[CH:7]=[CH:6][CH:5]=[C:4]([CH:8]2[CH2:10][CH2:9]2)[C:3]=1[C:11]([N:13]1[C:21]2[C:16](=[N:17][CH:18]=[CH:19][CH:20]=2)[C:15](I)=[N:14]1)=[O:12].B([C:26]1[C:34]([F:35])=[CH:33][C:29]([C:30]([OH:32])=[O:31])=[CH:28][C:27]=1[F:36])(O)O.[F-].[K+].CCN(C(C)C)C(C)C, predict the reaction product. The product is: [Cl:1][C:2]1[CH:7]=[CH:6][CH:5]=[C:4]([CH:8]2[CH2:10][CH2:9]2)[C:3]=1[C:11]([N:13]1[C:21]2[C:16](=[N:17][CH:18]=[CH:19][CH:20]=2)[C:15]([C:26]2[C:27]([F:36])=[CH:28][C:29]([C:30]([OH:32])=[O:31])=[CH:33][C:34]=2[F:35])=[N:14]1)=[O:12]. (5) Given the reactants [C:1]([CH:8]([C@H:12]([C:15]1[CH:20]=[CH:19][C:18]([Cl:21])=[C:17]([C:22]2[CH:27]=[CH:26][CH:25]=[C:24]([C:28]#[N:29])[CH:23]=2)[CH:16]=1)[CH2:13][NH2:14])C(O)=O)(OC(C)(C)C)=[O:2].B.O1CCCC1, predict the reaction product. The product is: [ClH:21].[NH2:14][CH2:13][C@@H:12]([C:15]1[CH:20]=[CH:19][C:18]([Cl:21])=[C:17]([C:22]2[CH:23]=[C:24]([C:28]#[N:29])[CH:25]=[CH:26][CH:27]=2)[CH:16]=1)[CH2:8][CH2:1][OH:2]. (6) Given the reactants [Cl:1][C:2]1[C:3]([NH:20][C:21]2[CH:26]=[CH:25][CH:24]=[CH:23][CH:22]=2)=[C:4]2[N:10]=[C:9]([C:11]3[CH:16]=[CH:15][C:14]([N+:17]([O-])=O)=[CH:13][CH:12]=3)[NH:8][C:5]2=[N:6][CH:7]=1, predict the reaction product. The product is: [NH2:17][C:14]1[CH:15]=[CH:16][C:11]([C:9]2[NH:8][C:5]3=[N:6][CH:7]=[C:2]([Cl:1])[C:3]([NH:20][C:21]4[CH:26]=[CH:25][CH:24]=[CH:23][CH:22]=4)=[C:4]3[N:10]=2)=[CH:12][CH:13]=1.